This data is from Full USPTO retrosynthesis dataset with 1.9M reactions from patents (1976-2016). The task is: Predict the reactants needed to synthesize the given product. (1) Given the product [OH:7][CH2:6][C@@H:4]1[CH2:5][C@H:2]([NH:1][C:8](=[O:17])[O:9][CH2:10][C:11]2[CH:16]=[CH:15][CH:14]=[CH:13][CH:12]=2)[CH2:3]1, predict the reactants needed to synthesize it. The reactants are: [NH2:1][C@@H:2]1[CH2:5][C@H:4]([CH2:6][OH:7])[CH2:3]1.[C:8](=O)([O:17]N1C(=O)CCC1=O)[O:9][CH2:10][C:11]1[CH:16]=[CH:15][CH:14]=[CH:13][CH:12]=1.C(#N)C.CC(O)C. (2) Given the product [NH2:1][C:4]1[CH:13]=[CH:12][CH:11]=[C:10]2[C:5]=1[CH:6]=[CH:7][N:8]([CH:15]1[CH2:16][CH2:17][N:18]([C:21]([O:23][C:24]([CH3:27])([CH3:26])[CH3:25])=[O:22])[CH2:19][CH2:20]1)[C:9]2=[O:14], predict the reactants needed to synthesize it. The reactants are: [N+:1]([C:4]1[CH:13]=[CH:12][CH:11]=[C:10]2[C:5]=1[CH:6]=[CH:7][N:8]([CH:15]1[CH2:20][CH2:19][N:18]([C:21]([O:23][C:24]([CH3:27])([CH3:26])[CH3:25])=[O:22])[CH2:17][CH2:16]1)[C:9]2=[O:14])([O-])=O.C(O)C. (3) Given the product [NH2:1][C:2]1[S:3][C:4]([CH3:11])=[C:5]([CH3:10])[C:6]=1[C:7]([N:28]1[CH2:29][CH2:30][CH:25]([N:21]2[CH2:22][CH2:23][CH2:24][C:18]3([C:17](=[O:31])[O:16][C:15]([CH3:14])([CH3:32])[CH2:19]3)[CH2:20]2)[CH2:26][CH2:27]1)=[O:9], predict the reactants needed to synthesize it. The reactants are: [NH2:1][C:2]1[S:3][C:4]([CH3:11])=[C:5]([CH3:10])[C:6]=1[C:7]([OH:9])=O.Cl.Cl.[CH3:14][C:15]1([CH3:32])[CH2:19][C:18]2([CH2:24][CH2:23][CH2:22][N:21]([CH:25]3[CH2:30][CH2:29][NH:28][CH2:27][CH2:26]3)[CH2:20]2)[C:17](=[O:31])[O:16]1.C(OC(C)C)(C)C. (4) Given the product [CH2:1]([N:8]([CH2:16][CH:17]1[CH2:22][CH2:21][N:20]([CH2:23][C:24]2([C:28]([F:31])([F:30])[F:29])[CH2:27][CH2:26][CH2:25]2)[CH2:19][CH2:18]1)[C:9]1[CH:14]=[CH:13][C:12]([C:39]2[CH:40]=[CH:41][C:36]([C:34]([O:33][CH3:32])=[O:35])=[CH:37][CH:38]=2)=[CH:11][CH:10]=1)[C:2]1[CH:7]=[CH:6][CH:5]=[CH:4][CH:3]=1, predict the reactants needed to synthesize it. The reactants are: [CH2:1]([N:8]([CH2:16][CH:17]1[CH2:22][CH2:21][N:20]([CH2:23][C:24]2([C:28]([F:31])([F:30])[F:29])[CH2:27][CH2:26][CH2:25]2)[CH2:19][CH2:18]1)[C:9]1[CH:14]=[CH:13][C:12](Br)=[CH:11][CH:10]=1)[C:2]1[CH:7]=[CH:6][CH:5]=[CH:4][CH:3]=1.[CH3:32][O:33][C:34]([C:36]1[CH:41]=[CH:40][C:39](B(O)O)=[CH:38][CH:37]=1)=[O:35].C([O-])([O-])=O.[Cs+].[Cs+].O1CCOCC1. (5) The reactants are: [C:1]([O:5][C:6](=[O:27])[NH:7][C@H:8]([C:16](=[O:26])[NH:17][CH:18]1[CH2:24][CH2:23][CH2:22][NH:21][CH2:20][CH:19]1[OH:25])[CH2:9][CH:10]1[CH2:15][CH2:14][CH2:13][CH2:12][CH2:11]1)([CH3:4])([CH3:3])[CH3:2].O.C(=O)(O)[O-].[Na+].[N:34]1[CH:39]=[CH:38][CH:37]=[CH:36][C:35]=1[S:40](Cl)(=[O:42])=[O:41]. Given the product [C:1]([O:5][C:6](=[O:27])[NH:7][C@H:8]([C:16](=[O:26])[NH:17][CH:18]1[CH2:24][CH2:23][CH2:22][N:21]([S:40]([C:35]2[CH:36]=[CH:37][CH:38]=[CH:39][N:34]=2)(=[O:42])=[O:41])[CH2:20][CH:19]1[OH:25])[CH2:9][CH:10]1[CH2:15][CH2:14][CH2:13][CH2:12][CH2:11]1)([CH3:4])([CH3:2])[CH3:3], predict the reactants needed to synthesize it.